This data is from Retrosynthesis with 50K atom-mapped reactions and 10 reaction types from USPTO. The task is: Predict the reactants needed to synthesize the given product. (1) Given the product CCCCC(O)c1ccco1, predict the reactants needed to synthesize it. The reactants are: CCCC[Mg+].O=Cc1ccco1. (2) Given the product Cc1ccn(-c2ccc(C(=O)N3Cc4cccn4Cc4ccccc43)c(Cl)n2)n1, predict the reactants needed to synthesize it. The reactants are: Cc1cc[nH]n1.O=C(c1ccc(Cl)nc1Cl)N1Cc2cccn2Cc2ccccc21. (3) Given the product O=C(O)Cn1ncc(-c2ccccc2)c1-c1ccccc1, predict the reactants needed to synthesize it. The reactants are: CCOC(=O)Cn1ncc(-c2ccccc2)c1-c1ccccc1. (4) The reactants are: CCOC(=O)CCCCc1cccc(OC)c1. Given the product COc1cccc(CCCCC(=O)O)c1, predict the reactants needed to synthesize it. (5) The reactants are: CCOCCCN.O=Cc1ccc(B(O)O)s1. Given the product CCOCCCNCc1ccc(B(O)O)s1, predict the reactants needed to synthesize it. (6) Given the product CCCC1(S(=O)(=O)NC(=O)[C@@]2(NC(=O)[C@@H]3C[C@@]4(CN3C(=O)[C@@H](NC(=O)OC(C)(C)C)C(C)(C)C)C(C)(C)C43CCC3)C[C@@H]2CC)CC1, predict the reactants needed to synthesize it. The reactants are: CC(C)(C)OC(=O)N[C@H](C(=O)O)C(C)(C)C.CCCC1(S(=O)(=O)NC(=O)[C@@]2(NC(=O)[C@@H]3C[C@@]4(CN3)C(C)(C)C43CCC3)C[C@@H]2CC)CC1. (7) Given the product COC(=O)c1cc([N+](=O)[O-])ccc1OCc1ccc(C(C)C)cc1, predict the reactants needed to synthesize it. The reactants are: CC(C)c1ccc(CBr)cc1.COC(=O)c1cc([N+](=O)[O-])ccc1O. (8) Given the product O=C(C[N+]12CCC(CC1)[C@@H](OC(=O)C1(c3ccccc3)CCCCCC1)C2)Nc1ccc(C(F)(F)F)nn1, predict the reactants needed to synthesize it. The reactants are: O=C(CBr)Nc1ccc(C(F)(F)F)nn1.O=C(O[C@H]1CN2CCC1CC2)C1(c2ccccc2)CCCCCC1. (9) Given the product Cc1cc(CC(=O)OC(C)C)n(C)n1, predict the reactants needed to synthesize it. The reactants are: CC(=O)CC(=O)CC(=O)OC(C)C.CNN. (10) Given the product Nc1cn(-c2cccnc2)nc1Cl, predict the reactants needed to synthesize it. The reactants are: CC(C)(C)OC(=O)Nc1cn(-c2cccnc2)nc1Cl.